Dataset: Full USPTO retrosynthesis dataset with 1.9M reactions from patents (1976-2016). Task: Predict the reactants needed to synthesize the given product. (1) Given the product [Cl:14][CH2:15][C:16]([C:8]1[CH:7]=[C:6]2[C:11](=[CH:10][CH:9]=1)[N:2]([CH3:1])[C:3](=[O:13])[CH2:4][CH:5]2[CH3:12])=[O:17], predict the reactants needed to synthesize it. The reactants are: [CH3:1][N:2]1[C:11]2[C:6](=[CH:7][CH:8]=[CH:9][CH:10]=2)[CH:5]([CH3:12])[CH2:4][C:3]1=[O:13].[Cl:14][CH2:15][C:16](Cl)=[O:17]. (2) Given the product [Cl:8][C:4]1[CH:5]=[N:6][CH:7]=[C:2]([O:16][C:12]2[CH:13]=[CH:14][CH:15]=[C:10]([Cl:9])[CH:11]=2)[N:3]=1, predict the reactants needed to synthesize it. The reactants are: Cl[C:2]1[CH:7]=[N:6][CH:5]=[C:4]([Cl:8])[N:3]=1.[Cl:9][C:10]1[CH:11]=[C:12]([OH:16])[CH:13]=[CH:14][CH:15]=1.CCOC(C)=O. (3) Given the product [C:26]([C:24]1[N:25]=[C:20]([CH:17]2[CH2:18][CH2:19][N:14]([C:4]3[N:5]=[C:6]([O:8][C@H:9]([CH3:13])[CH2:10][O:11][CH3:12])[N:7]=[C:2]([C:78]([NH:39][CH:35]4[CH2:38][CH2:37][CH2:36]4)=[O:79])[CH:3]=3)[CH2:15][CH2:16]2)[C:21]([O:29][CH2:30][CH2:31][N:32]([CH3:34])[CH3:33])=[CH:22][CH:23]=1)(=[O:27])[NH2:28], predict the reactants needed to synthesize it. The reactants are: Cl[C:2]1[N:7]=[C:6]([O:8][C@H:9]([CH3:13])[CH2:10][O:11][CH3:12])[N:5]=[C:4]([N:14]2[CH2:19][CH2:18][CH:17]([C:20]3[N:25]=[C:24]([C:26]([NH2:28])=[O:27])[CH:23]=[CH:22][C:21]=3[O:29][CH2:30][CH2:31][N:32]([CH3:34])[CH3:33])[CH2:16][CH2:15]2)[CH:3]=1.[CH:35]1([NH2:39])[CH2:38][CH2:37][CH2:36]1.CCN(C(C)C)C(C)C.C1C=CC(P(C2C=CC=CC=2)CCCP(C2C=CC=CC=2)C2C=CC=CC=2)=CC=1.[CH3:78][OH:79]. (4) Given the product [Cl:5][C:6]1[CH:7]=[C:8]2[C:27]([CH:22]=[CH:21][N:10]=[CH:9]2)=[CH:28][C:29]=1[F:30], predict the reactants needed to synthesize it. The reactants are: [Al+3].[Cl-].[Cl-].[Cl-].[Cl:5][C:6]1[CH:7]=[C:8]([CH:27]=[CH:28][C:29]=1[F:30])[CH2:9][N:10]([CH2:21][CH:22](OC)OC)S(C1C=CC(C)=CC=1)(=O)=O. (5) The reactants are: C([O-])(=O)C.[NH4+].[F:6][C:7]([F:39])([CH2:11][C:12]1(O)[C:25]2[CH:24]=[C:23]([O:26][CH2:27][C:28]([CH3:31])([CH3:30])[CH3:29])[CH:22]=[CH:21][C:20]=2[O:19][C:18]2[C:13]1=[CH:14][C:15]([C:32]1[CH:33]=[N:34][CH:35]=[N:36][CH:37]=1)=[CH:16][CH:17]=2)[C:8]([NH2:10])=[O:9]. Given the product [F:6][C:7]1([F:39])[C:8](=[O:9])[NH:10][C:12]2([C:25]3[CH:24]=[C:23]([O:26][CH2:27][C:28]([CH3:30])([CH3:31])[CH3:29])[CH:22]=[CH:21][C:20]=3[O:19][C:18]3[C:13]2=[CH:14][C:15]([C:32]2[CH:37]=[N:36][CH:35]=[N:34][CH:33]=2)=[CH:16][CH:17]=3)[CH2:11]1, predict the reactants needed to synthesize it. (6) The reactants are: [CH3:1][S:2](Cl)(=[O:4])=[O:3].[O:6]([C:13]1[N:18]=[N:17][C:16]([CH2:19][CH2:20][C:21]2[CH:30]=[CH:29][C:24]([O:25][CH2:26][CH2:27][OH:28])=[CH:23][CH:22]=2)=[CH:15][CH:14]=1)[C:7]1[CH:12]=[CH:11][CH:10]=[CH:9][CH:8]=1.C(N(CC)CC)C.O. Given the product [O:6]([C:13]1[N:18]=[N:17][C:16]([CH2:19][CH2:20][C:21]2[CH:22]=[CH:23][C:24]([O:25][CH2:26][CH2:27][O:28][S:2]([CH3:1])(=[O:4])=[O:3])=[CH:29][CH:30]=2)=[CH:15][CH:14]=1)[C:7]1[CH:8]=[CH:9][CH:10]=[CH:11][CH:12]=1, predict the reactants needed to synthesize it. (7) Given the product [C:1]([O:5][C:6]([NH:8][C@H:9]([CH2:13][O:14][CH:16]1[CH2:17][CH2:18][CH2:19][CH2:20][O:15]1)[C:10]([OH:12])=[O:11])=[O:7])([CH3:4])([CH3:3])[CH3:2], predict the reactants needed to synthesize it. The reactants are: [C:1]([O:5][C:6]([NH:8][C@H:9]([CH2:13][OH:14])[C:10]([OH:12])=[O:11])=[O:7])([CH3:4])([CH3:3])[CH3:2].[O:15]1[CH:20]=[CH:19][CH2:18][CH2:17][CH2:16]1. (8) Given the product [C:32]([OH:38])([C:34]([F:37])([F:36])[F:35])=[O:33].[NH2:7][CH2:8][CH2:9][CH2:10][N:11]1[C:19]([S:20][C:21]2[CH:26]=[C:25]([O:27][CH3:28])[CH:24]=[CH:23][C:22]=2[I:29])=[N:18][C:17]2[C:12]1=[N:13][CH:14]=[N:15][C:16]=2[NH2:30], predict the reactants needed to synthesize it. The reactants are: C(OC(=O)[NH:7][CH2:8][CH2:9][CH2:10][N:11]1[C:19]([S:20][C:21]2[CH:26]=[C:25]([O:27][CH3:28])[CH:24]=[CH:23][C:22]=2[I:29])=[N:18][C:17]2[C:12]1=[N:13][CH:14]=[N:15][C:16]=2[NH2:30])(C)(C)C.[C:32]([OH:38])([C:34]([F:37])([F:36])[F:35])=[O:33]. (9) Given the product [F:15][C:16]1[C:21]([C:22]2[CH:27]=[CH:26][CH:25]=[CH:24][N:23]=2)=[CH:20][CH:19]=[CH:18][C:17]=1[C:2]1[N:6]2[CH:7]=[CH:8][C:9]([C:11]([F:14])([F:13])[F:12])=[N:10][C:5]2=[N:4][CH:3]=1, predict the reactants needed to synthesize it. The reactants are: Br[C:2]1[N:6]2[CH:7]=[CH:8][C:9]([C:11]([F:14])([F:13])[F:12])=[N:10][C:5]2=[N:4][CH:3]=1.[F:15][C:16]1[C:21]([C:22]2[CH:27]=[CH:26][CH:25]=[CH:24][N:23]=2)=[CH:20][CH:19]=[CH:18][C:17]=1B(O)O. (10) Given the product [C:1]([SiH2:5][O:6][C:7]([CH3:30])([CH3:31])[CH:8]1[CH2:9][O:10][C:11]2=[C:16]([CH:17]=[CH:18][C:19]3[CH:20]=[CH:21][C:22]([N:25]([CH2:28][CH3:29])[CH2:26][CH3:27])=[CH:23][CH:24]=3)[S:15][C:14]([CH:39]=[O:40])=[C:12]2[O:13]1)([CH3:3])([CH3:2])[CH3:4], predict the reactants needed to synthesize it. The reactants are: [C:1]([SiH2:5][O:6][C:7]([CH3:31])([CH3:30])[CH:8]1[O:13][C:12]2=[CH:14][S:15][C:16]([CH:17]=[CH:18][C:19]3[CH:24]=[CH:23][C:22]([N:25]([CH2:28][CH3:29])[CH2:26][CH3:27])=[CH:21][CH:20]=3)=[C:11]2[O:10][CH2:9]1)([CH3:4])([CH3:3])[CH3:2].[Li]CCCC.CN(C)[CH:39]=[O:40].